From a dataset of Reaction yield outcomes from USPTO patents with 853,638 reactions. Predict the reaction yield, written as a fraction of the theoretical maximum amount of product (1.0 means a 100% yield; for example, 0.34 means a 34% yield). The reactants are C[Si](C)(C)[N-][Si](C)(C)C.[Li+].[C:11]([O:15][C:16]([C@@:18]1([CH2:33][CH2:34]Br)[CH:22]([CH3:23])[C:21](=[O:24])[N:20]([C@@H:25]([C:27]2[CH:32]=[CH:31][CH:30]=[CH:29][CH:28]=2)[CH3:26])[CH2:19]1)=[O:17])([CH3:14])([CH3:13])[CH3:12].C(O)(=O)CC(CC(O)=O)(C(O)=O)O.C(OCC)(=O)C. The catalyst is O1CCCC1. The product is [C:11]([O:15][C:16]([C@@:18]12[CH2:33][CH2:34][C@:22]1([CH3:23])[C:21](=[O:24])[N:20]([C@@H:25]([C:27]1[CH:32]=[CH:31][CH:30]=[CH:29][CH:28]=1)[CH3:26])[CH2:19]2)=[O:17])([CH3:14])([CH3:13])[CH3:12]. The yield is 0.810.